This data is from Catalyst prediction with 721,799 reactions and 888 catalyst types from USPTO. The task is: Predict which catalyst facilitates the given reaction. (1) Reactant: [C:1]([CH:3]1[CH2:8][CH2:7][CH2:6][CH2:5][N:4]1[C:9]([C:11]1[CH:16]=[C:15]([CH3:17])[CH:14]=[CH:13][C:12]=1[N:18]1[N:22]=[CH:21][CH:20]=[N:19]1)=[O:10])#[CH:2].Br[C:24]1[CH:29]=[CH:28][CH:27]=[CH:26][CH:25]=1.C(N(CC)CC)C. Product: [CH3:17][C:15]1[CH:14]=[CH:13][C:12]([N:18]2[N:22]=[CH:21][CH:20]=[N:19]2)=[C:11]([C:9]([N:4]2[CH2:5][CH2:6][CH2:7][CH2:8][CH:3]2[C:1]#[C:2][C:24]2[CH:29]=[CH:28][CH:27]=[CH:26][CH:25]=2)=[O:10])[CH:16]=1. The catalyst class is: 555. (2) Reactant: [CH3:1][O:2][C:3]1[CH:8]=[C:7]([O:9][CH3:10])[C:6]([S:11](Cl)(=[O:13])=[O:12])=[CH:5][C:4]=1[C:15]1[C:19]([O:20][C:21]2[CH:26]=[CH:25][CH:24]=[CH:23][C:22]=2[Cl:27])=[CH:18][NH:17][N:16]=1.[OH:28][CH2:29][CH:30]1[CH2:35][CH2:34][CH2:33][NH:32][CH2:31]1.N1C=CC=CC=1. Product: [CH3:1][O:2][C:3]1[CH:8]=[C:7]([O:9][CH3:10])[C:6]([S:11]([N:32]2[CH2:33][CH2:34][CH2:35][CH:30]([CH2:29][OH:28])[CH2:31]2)(=[O:13])=[O:12])=[CH:5][C:4]=1[C:15]1[C:19]([O:20][C:21]2[CH:26]=[CH:25][CH:24]=[CH:23][C:22]=2[Cl:27])=[CH:18][NH:17][N:16]=1. The catalyst class is: 4. (3) Reactant: C(OC(=O)[NH:7][C:8]1([C:11]2[N:12]=[N:13][C:14]([C:17]3[CH:18]=[N:19][N:20]([CH3:22])[CH:21]=3)=[CH:15][CH:16]=2)[CH2:10][CH2:9]1)(C)(C)C.[ClH:24].O1CCOCC1. Product: [ClH:24].[ClH:24].[CH3:22][N:20]1[CH:21]=[C:17]([C:14]2[N:13]=[N:12][C:11]([C:8]3([NH2:7])[CH2:10][CH2:9]3)=[CH:16][CH:15]=2)[CH:18]=[N:19]1. The catalyst class is: 2. (4) Reactant: Br[C:2]1[CH:7]=[CH:6][CH:5]=[CH:4][C:3]=1[N:8]1[CH2:13][CH2:12][C:11]2[O:14][C:15]([C:17]3[CH:22]=[CH:21][CH:20]=[CH:19][N:18]=3)=[N:16][C:10]=2[CH2:9]1.[NH:23]1[CH2:28][CH2:27][O:26][CH2:25][CH2:24]1.C1C=CC(P(C2C(C3C(P(C4C=CC=CC=4)C4C=CC=CC=4)=CC=C4C=3C=CC=C4)=C3C(C=CC=C3)=CC=2)C2C=CC=CC=2)=CC=1.C(O[Na])(C)(C)C. Product: [O:26]1[CH2:27][CH2:28][N:23]([C:2]2[CH:7]=[CH:6][CH:5]=[CH:4][C:3]=2[N:8]2[CH2:13][CH2:12][C:11]3[O:14][C:15]([C:17]4[CH:22]=[CH:21][CH:20]=[CH:19][N:18]=4)=[N:16][C:10]=3[CH2:9]2)[CH2:24][CH2:25]1. The catalyst class is: 101. (5) Reactant: [NH2:1][C:2]1[N:7]=[CH:6][N:5]=[C:4]([CH2:8][C:9]2[CH:14]=[CH:13][C:12]([NH:15]C(NC3C=CC(CC)=CC=3)=O)=[CH:11][CH:10]=2)[CH:3]=1.[C:27]([C:31]1[CH:36]=[CH:35][C:34]([N:37]=[C:38]=[O:39])=[CH:33][CH:32]=1)([CH3:30])([CH3:29])[CH3:28]. The catalyst class is: 3. Product: [NH2:1][C:2]1[N:7]=[CH:6][N:5]=[C:4]([CH2:8][C:9]2[CH:14]=[CH:13][C:12]([NH:15][C:38]([NH:37][C:34]3[CH:35]=[CH:36][C:31]([C:27]([CH3:30])([CH3:28])[CH3:29])=[CH:32][CH:33]=3)=[O:39])=[CH:11][CH:10]=2)[CH:3]=1.